This data is from Forward reaction prediction with 1.9M reactions from USPTO patents (1976-2016). The task is: Predict the product of the given reaction. (1) Given the reactants N1([CH2:5][CH2:6][CH2:7][N:8]2[C:16]([O:17][CH3:18])=[N:15][C:14]3[C:9]2=[N:10][C:11]([O:20][CH2:21][CH2:22][CH2:23][CH3:24])=[N:12][C:13]=3[NH2:19])CCC1.F[C:26](F)(F)[C:27]([OH:29])=[O:28].C(OC1N[C:39](N)=[C:40]2[C:44](N=1)=[N:43][C:42](OC)=N2)CCC.BrCCCCBr.N1CCCC1, predict the reaction product. The product is: [CH:27]([OH:29])=[O:28].[CH2:21]([O:20][C:11]1[N:10]=[C:9]2[C:14]([N:15]=[C:16]([O:17][CH3:18])[N:8]2[CH2:7][CH2:6][CH2:5][CH2:26][N:43]2[CH2:42][CH2:39][CH2:40][CH2:44]2)=[C:13]([NH2:19])[N:12]=1)[CH2:22][CH2:23][CH3:24]. (2) The product is: [Cl:1][C:2]1[C:3]([NH:22][C:23](=[O:33])[CH2:24][C@@H:25]([CH3:32])[C:26]2[CH:27]=[CH:28][CH:29]=[CH:30][CH:31]=2)=[C:4]2[C:9](=[CH:10][CH:11]=1)[N:8]=[C:7]([N:12]1[CH2:16][CH2:15][C@H:14]([NH:34][CH2:35][CH2:36][CH2:37][OH:38])[CH2:13]1)[CH:6]=[CH:5]2. Given the reactants [Cl:1][C:2]1[C:3]([NH:22][C:23](=[O:33])[CH2:24][C@@H:25]([CH3:32])[C:26]2[CH:31]=[CH:30][CH:29]=[CH:28][CH:27]=2)=[C:4]2[C:9](=[CH:10][CH:11]=1)[N:8]=[C:7]([N:12]1[CH2:16][CH2:15][C@@H:14](OS(C)(=O)=O)[CH2:13]1)[CH:6]=[CH:5]2.[NH2:34][CH2:35][CH2:36][CH2:37][OH:38], predict the reaction product. (3) Given the reactants [OH:1][CH2:2][C:3]1[N:8]=[CH:7][C:6]2[N:9]=[CH:10][N:11]([C:12]3[S:16][C:15]([C:17]([NH2:19])=[O:18])=[C:14]([O:20][C@H:21]([C:23]4[CH:28]=[CH:27][CH:26]=[CH:25][C:24]=4[C:29]([F:32])([F:31])[F:30])[CH3:22])[CH:13]=3)[C:5]=2[CH:4]=1.[CH3:33][S:34](Cl)(=[O:36])=[O:35].C(N(CC)CC)C, predict the reaction product. The product is: [CH3:33][S:34]([O:1][CH2:2][C:3]1[N:8]=[CH:7][C:6]2[N:9]=[CH:10][N:11]([C:12]3[S:16][C:15]([C:17](=[O:18])[NH2:19])=[C:14]([O:20][C@H:21]([C:23]4[CH:28]=[CH:27][CH:26]=[CH:25][C:24]=4[C:29]([F:30])([F:31])[F:32])[CH3:22])[CH:13]=3)[C:5]=2[CH:4]=1)(=[O:36])=[O:35]. (4) Given the reactants CC1(C)C(C)(C)OB([C:9]2[CH:14]=[CH:13][C:12]([C:15]3[CH:20]=[CH:19][C:18]([N:21]4[C:33]5[CH:32]=[CH:31][CH:30]=[CH:29][C:28]=5[C:27]5[C:22]4=[CH:23][CH:24]=[CH:25][CH:26]=5)=[CH:17][CH:16]=3)=[CH:11][CH:10]=2)O1.Br[C:36]1[CH:49]=[CH:48][C:39]2[O:40][C:41]3[CH:46]=[CH:45][C:44]([Br:47])=[CH:43][C:42]=3[C:38]=2[CH:37]=1.C(=O)([O-])[O-].[K+].[K+].O1CCOCC1, predict the reaction product. The product is: [Br:47][C:44]1[CH:45]=[CH:46][C:41]2[O:40][C:39]3[CH:48]=[CH:49][C:36]([C:9]4[CH:10]=[CH:11][C:12]([C:15]5[CH:16]=[CH:17][C:18]([N:21]6[C:22]7[CH:23]=[CH:24][CH:25]=[CH:26][C:27]=7[C:28]7[C:33]6=[CH:32][CH:31]=[CH:30][CH:29]=7)=[CH:19][CH:20]=5)=[CH:13][CH:14]=4)=[CH:37][C:38]=3[C:42]=2[CH:43]=1. (5) Given the reactants [Cl:1][C:2]1[C:3]([C:27]2[CH:28]=[N:29][N:30]3[CH:35]=[CH:34][CH:33]=[CH:32][C:31]=23)=[N:4][C:5]([NH:8][C:9]2[CH:14]=[C:13]([N+:15]([O-])=O)[C:12]([N:18]3[CH2:23][CH2:22][N:21]([CH3:24])[CH2:20][CH2:19]3)=[CH:11][C:10]=2[O:25][CH3:26])=[N:6][CH:7]=1.[NH4+].[Cl-].O, predict the reaction product. The product is: [Cl:1][C:2]1[C:3]([C:27]2[CH:28]=[N:29][N:30]3[CH:35]=[CH:34][CH:33]=[CH:32][C:31]=23)=[N:4][C:5]([NH:8][C:9]2[CH:14]=[C:13]([NH2:15])[C:12]([N:18]3[CH2:19][CH2:20][N:21]([CH3:24])[CH2:22][CH2:23]3)=[CH:11][C:10]=2[O:25][CH3:26])=[N:6][CH:7]=1. (6) Given the reactants [CH3:1][O:2][NH:3][C:4]([C:6]1[C:7](=[O:29])[C:8]2[CH:13]=[N:12][C:11](S(C)(=O)=O)=[N:10][C:9]=2[N:18]([C:20]2[CH:21]=[C:22]3[C:26](=[CH:27][CH:28]=2)[CH2:25][CH2:24][CH2:23]3)[CH:19]=1)=[O:5].[CH3:30][S:31]([N:34]1[CH2:39][CH2:38][N:37]([CH2:40][CH2:41][C:42]2[CH:43]=[C:44]([NH2:48])[CH:45]=[CH:46][CH:47]=2)[CH2:36][CH2:35]1)(=[O:33])=[O:32], predict the reaction product. The product is: [CH3:1][O:2][NH:3][C:4]([C:6]1[C:7](=[O:29])[C:8]2[CH:13]=[N:12][C:11]([NH:48][C:44]3[CH:45]=[CH:46][CH:47]=[C:42]([CH2:41][CH2:40][N:37]4[CH2:38][CH2:39][N:34]([S:31]([CH3:30])(=[O:33])=[O:32])[CH2:35][CH2:36]4)[CH:43]=3)=[N:10][C:9]=2[N:18]([C:20]2[CH:21]=[C:22]3[C:26](=[CH:27][CH:28]=2)[CH2:25][CH2:24][CH2:23]3)[CH:19]=1)=[O:5]. (7) Given the reactants [C:1]([C:6]1[CH:19]=[C:18]2[C:9]([S:10][C:11]3[CH:12]=[CH:13][C:14]([C:20](=[O:24])[CH:21]=[CH:22][CH3:23])=[CH:15][C:16]=3[CH2:17]2)=[CH:8][CH:7]=1)(=[O:5])[CH:2]=[CH:3][CH3:4].C1C2CC3C(=CC=CC=3)SC=2C=CC=1.C(Cl)(=[O:43])/C=C/C.[Cl-].[Al+3].[Cl-].[Cl-].BrBr, predict the reaction product. The product is: [C:1]([C:6]1[CH:7]=[CH:8][C:9]2[S:10][C:11]3[C:16](=[CH:15][C:14]([C:20](=[O:24])[CH:21]=[CH:22][CH3:23])=[CH:13][CH:12]=3)[C:17](=[O:43])[C:18]=2[CH:19]=1)(=[O:5])[CH:2]=[CH:3][CH3:4].